Dataset: Forward reaction prediction with 1.9M reactions from USPTO patents (1976-2016). Task: Predict the product of the given reaction. (1) Given the reactants [F:1][C:2]1[CH:11]=[C:10]([C:12](=O)[CH3:13])[C:9]([C:15]2[CH:20]=[CH:19][CH:18]=[C:17]([F:21])[CH:16]=2)=[C:8]2[C:3]=1[CH:4]=[CH:5][CH:6]=[N:7]2.C([O-])(=O)C.[NH4+:26].[Na].O1CCCC1, predict the reaction product. The product is: [F:1][C:2]1[CH:11]=[C:10]([CH:12]([NH2:26])[CH3:13])[C:9]([C:15]2[CH:20]=[CH:19][CH:18]=[C:17]([F:21])[CH:16]=2)=[C:8]2[C:3]=1[CH:4]=[CH:5][CH:6]=[N:7]2. (2) Given the reactants ClC1C=C(N[C@H](C2CC2)C(N[C@@H]2CCCN(C(OC(C)(C)C)=O)C2)=O)C=C(F)C=1.[Cl:30][C:31]1[CH:32]=[C:33]([NH:38][CH2:39][C:40]([NH:42][C@@H:43]2[CH2:48][CH2:47][CH2:46][N:45]([C:49](OC(C)(C)C)=O)[CH2:44]2)=[O:41])[CH:34]=[C:35]([Cl:37])[CH:36]=1.NC1C(C#N)=C(Cl)N=CN=1.ClC1[N:72]=[CH:71][N:70]=[C:69]([NH:73][CH2:74][CH3:75])[CH:68]=1, predict the reaction product. The product is: [Cl:37][C:35]1[CH:34]=[C:33]([NH:38][CH2:39][C:40]([NH:42][C@@H:43]2[CH2:48][CH2:47][CH2:46][N:45]([C:49]3[CH:68]=[C:69]([NH:73][CH2:74][CH3:75])[N:70]=[CH:71][N:72]=3)[CH2:44]2)=[O:41])[CH:32]=[C:31]([Cl:30])[CH:36]=1. (3) Given the reactants [CH2:1]([C@H:4]1[CH2:10][N:9]([CH:11]2[CH2:15][CH2:14][CH2:13][CH2:12]2)[C:8]2[N:16]=[C:17]([NH:20][C:21]3[CH:29]=[CH:28][C:24]([C:25]([OH:27])=O)=[CH:23][C:22]=3[O:30][CH3:31])[N:18]=[CH:19][C:7]=2[N:6]([CH3:32])[C:5]1=[O:33])[CH:2]=[CH2:3].[CH3:34][N:35]1[CH2:40][CH2:39][N:38]([NH2:41])[CH2:37][CH2:36]1, predict the reaction product. The product is: [CH2:1]([C@H:4]1[CH2:10][N:9]([CH:11]2[CH2:15][CH2:14][CH2:13][CH2:12]2)[C:8]2[N:16]=[C:17]([NH:20][C:21]3[CH:29]=[CH:28][C:24]([C:25]([NH:41][N:38]4[CH2:39][CH2:40][N:35]([CH3:34])[CH2:36][CH2:37]4)=[O:27])=[CH:23][C:22]=3[O:30][CH3:31])[N:18]=[CH:19][C:7]=2[N:6]([CH3:32])[C:5]1=[O:33])[CH:2]=[CH2:3].